Dataset: Forward reaction prediction with 1.9M reactions from USPTO patents (1976-2016). Task: Predict the product of the given reaction. Given the reactants [CH3:1][C@@H:2]1[CH2:4][O:3]1.[CH3:5][NH:6][CH2:7][CH:8]=[CH2:9].FC(F)(F)S([O-])(=O)=O.[Yb+3].FC(F)(F)S([O-])(=O)=O.FC(F)(F)S([O-])(=O)=O, predict the reaction product. The product is: [CH2:7]([N:6]([CH3:5])[CH2:4][C@H:2]([OH:3])[CH3:1])[CH:8]=[CH2:9].